Dataset: Forward reaction prediction with 1.9M reactions from USPTO patents (1976-2016). Task: Predict the product of the given reaction. Given the reactants C[O:2][C:3]1[CH:4]=[C:5]2[C:10](=[CH:11][CH:12]=1)[C:9]([C:13]([C:15]1[CH:20]=[CH:19][C:18]([O:21][CH2:22][CH2:23][N:24]3[CH2:29][CH2:28][CH2:27][CH2:26][CH2:25]3)=[CH:17][CH:16]=1)=[O:14])=[C:8]([C:30]1[CH:35]=[CH:34][C:33]([F:36])=[C:32]([F:37])[C:31]=1[F:38])[CH:7]=[CH:6]2.B(Br)(Br)Br.C(=O)(O)[O-].[Na+].C(Cl)(Cl)Cl.C(O)(C)C, predict the reaction product. The product is: [OH:2][C:3]1[CH:4]=[C:5]2[C:10](=[CH:11][CH:12]=1)[C:9]([C:13]([C:15]1[CH:16]=[CH:17][C:18]([O:21][CH2:22][CH2:23][N:24]3[CH2:25][CH2:26][CH2:27][CH2:28][CH2:29]3)=[CH:19][CH:20]=1)=[O:14])=[C:8]([C:30]1[CH:35]=[CH:34][C:33]([F:36])=[C:32]([F:37])[C:31]=1[F:38])[CH:7]=[CH:6]2.